From a dataset of NCI-60 drug combinations with 297,098 pairs across 59 cell lines. Regression. Given two drug SMILES strings and cell line genomic features, predict the synergy score measuring deviation from expected non-interaction effect. (1) Drug 1: C1=CC(=CC=C1C#N)C(C2=CC=C(C=C2)C#N)N3C=NC=N3. Drug 2: C1C(C(OC1N2C=NC3=C2NC=NCC3O)CO)O. Cell line: K-562. Synergy scores: CSS=-3.66, Synergy_ZIP=4.16, Synergy_Bliss=2.31, Synergy_Loewe=-1.94, Synergy_HSA=-3.89. (2) Drug 1: CC1=C(C=C(C=C1)NC2=NC=CC(=N2)N(C)C3=CC4=NN(C(=C4C=C3)C)C)S(=O)(=O)N.Cl. Drug 2: CCCS(=O)(=O)NC1=C(C(=C(C=C1)F)C(=O)C2=CNC3=C2C=C(C=N3)C4=CC=C(C=C4)Cl)F. Cell line: NCI-H460. Synergy scores: CSS=5.62, Synergy_ZIP=11.0, Synergy_Bliss=9.91, Synergy_Loewe=9.41, Synergy_HSA=3.76. (3) Drug 1: C1CCN(CC1)CCOC2=CC=C(C=C2)C(=O)C3=C(SC4=C3C=CC(=C4)O)C5=CC=C(C=C5)O. Drug 2: CC1C(C(CC(O1)OC2CC(CC3=C2C(=C4C(=C3O)C(=O)C5=C(C4=O)C(=CC=C5)OC)O)(C(=O)C)O)N)O.Cl. Cell line: HOP-92. Synergy scores: CSS=37.8, Synergy_ZIP=-4.63, Synergy_Bliss=-0.883, Synergy_Loewe=-15.9, Synergy_HSA=1.14. (4) Drug 1: C1=CC(=CC=C1CCCC(=O)O)N(CCCl)CCCl. Drug 2: CC1=CC=C(C=C1)C2=CC(=NN2C3=CC=C(C=C3)S(=O)(=O)N)C(F)(F)F. Cell line: SK-OV-3. Synergy scores: CSS=2.41, Synergy_ZIP=-4.76, Synergy_Bliss=-8.90, Synergy_Loewe=-9.04, Synergy_HSA=-8.45. (5) Drug 1: C1=C(C(=O)NC(=O)N1)F. Drug 2: CC1CCCC2(C(O2)CC(NC(=O)CC(C(C(=O)C(C1O)C)(C)C)O)C(=CC3=CSC(=N3)C)C)C. Cell line: LOX IMVI. Synergy scores: CSS=33.1, Synergy_ZIP=-1.76, Synergy_Bliss=-3.18, Synergy_Loewe=-2.11, Synergy_HSA=-2.11.